This data is from Full USPTO retrosynthesis dataset with 1.9M reactions from patents (1976-2016). The task is: Predict the reactants needed to synthesize the given product. (1) Given the product [CH3:17][N:8]1[C:3](=[O:2])[CH:4]=[CH:5][C:6]([NH:9][C:10](=[O:16])[O:11][C:12]([CH3:15])([CH3:14])[CH3:13])=[CH:7]1, predict the reactants needed to synthesize it. The reactants are: C[O:2][C:3]1[N:8]=[CH:7][C:6]([NH:9][C:10](=[O:16])[O:11][C:12]([CH3:15])([CH3:14])[CH3:13])=[CH:5][CH:4]=1.[CH3:17]I. (2) Given the product [NH2:16][C:15]1[CH:14]=[C:13]([C:11]2[O:1][N:2]=[C:3]([C:4]3[CH:5]=[N:6][CH:7]=[CH:8][CH:9]=3)[CH:12]=2)[CH:19]=[CH:18][CH:17]=1, predict the reactants needed to synthesize it. The reactants are: [OH:1][N:2]=[C:3](Cl)[C:4]1[CH:9]=[CH:8][CH:7]=[N:6][CH:5]=1.[C:11]([C:13]1[CH:14]=[C:15]([CH:17]=[CH:18][CH:19]=1)[NH2:16])#[CH:12].N. (3) Given the product [Cl:19][C:20]1[CH:25]=[CH:24][C:23]([NH:26][C:27](=[S:28])[NH:1][C:2]2[CH:3]=[C:4]([CH:14]=[CH:15][C:16]=2[O:17][CH3:18])[C:5]([NH:7][C:8]2[CH:13]=[CH:12][CH:11]=[CH:10][CH:9]=2)=[O:6])=[CH:22][CH:21]=1, predict the reactants needed to synthesize it. The reactants are: [NH2:1][C:2]1[CH:3]=[C:4]([CH:14]=[CH:15][C:16]=1[O:17][CH3:18])[C:5]([NH:7][C:8]1[CH:13]=[CH:12][CH:11]=[CH:10][CH:9]=1)=[O:6].[Cl:19][C:20]1[CH:25]=[CH:24][C:23]([N:26]=[C:27]=[S:28])=[CH:22][CH:21]=1.